This data is from Forward reaction prediction with 1.9M reactions from USPTO patents (1976-2016). The task is: Predict the product of the given reaction. (1) The product is: [O:1]1[CH:5]=[CH:4][CH:3]=[C:2]1[C:10]1[CH:15]=[N:14][C:13]([N:16]2[CH:22]3[CH2:23][CH2:24][N:19]([CH2:20][CH2:21]3)[CH2:18][CH2:17]2)=[N:12][CH:11]=1. Given the reactants [O:1]1[CH:5]=[CH:4][CH:3]=[C:2]1B(O)O.Br[C:10]1[CH:11]=[N:12][C:13]([N:16]2[CH:22]3[CH2:23][CH2:24][N:19]([CH2:20][CH2:21]3)[CH2:18][CH2:17]2)=[N:14][CH:15]=1, predict the reaction product. (2) Given the reactants [F:1][C:2]([F:22])([F:21])[O:3][C:4]1[CH:9]=[CH:8][C:7]([N:10]2[CH2:14][CH2:13][C:12]3([CH2:19][CH2:18][NH:17][CH2:16][CH2:15]3)[C:11]2=[O:20])=[CH:6][CH:5]=1.[Cl:23][C:24]1[CH:29]=[CH:28][N:27]=[CH:26][C:25]=1[S:30](Cl)(=[O:32])=[O:31], predict the reaction product. The product is: [Cl:23][C:24]1[CH:29]=[CH:28][N:27]=[CH:26][C:25]=1[S:30]([N:17]1[CH2:16][CH2:15][C:12]2([C:11](=[O:20])[N:10]([C:7]3[CH:8]=[CH:9][C:4]([O:3][C:2]([F:1])([F:21])[F:22])=[CH:5][CH:6]=3)[CH2:14][CH2:13]2)[CH2:19][CH2:18]1)(=[O:32])=[O:31].